From a dataset of Reaction yield outcomes from USPTO patents with 853,638 reactions. Predict the reaction yield, written as a fraction of the theoretical maximum amount of product (1.0 means a 100% yield; for example, 0.34 means a 34% yield). (1) The reactants are Cl.C[O:3][C:4](=[O:39])[C:5]1[CH:10]=[CH:9][C:8]([CH2:11][O:12][C:13]2[CH:18]=[CH:17][C:16]([CH2:19][C@H:20]([NH2:38])[C:21]3[N:22]([CH2:34][CH2:35][CH2:36][CH3:37])[CH:23]=[C:24]([C:26]4[CH:31]=[CH:30][C:29]([Cl:32])=[CH:28][C:27]=4[Cl:33])[N:25]=3)=[CH:15][CH:14]=2)=[CH:7][CH:6]=1.[F:40][C:41]1[CH:42]=[C:43]([CH:47]=[CH:48][CH:49]=1)[C:44](O)=[O:45]. No catalyst specified. The product is [CH2:34]([N:22]1[CH:23]=[C:24]([C:26]2[CH:31]=[CH:30][C:29]([Cl:32])=[CH:28][C:27]=2[Cl:33])[N:25]=[C:21]1[C@@H:20]([NH:38][C:44](=[O:45])[C:43]1[CH:47]=[CH:48][CH:49]=[C:41]([F:40])[CH:42]=1)[CH2:19][C:16]1[CH:17]=[CH:18][C:13]([O:12][CH2:11][C:8]2[CH:9]=[CH:10][C:5]([C:4]([OH:3])=[O:39])=[CH:6][CH:7]=2)=[CH:14][CH:15]=1)[CH2:35][CH2:36][CH3:37]. The yield is 0.720. (2) The reactants are ClC(OCC(C)C)=[O:3].[C:9]([N:16]([CH2:18][C:19]([OH:21])=[O:20])[CH3:17])([O:11][C:12]([CH3:15])([CH3:14])[CH3:13])=[O:10].CN1CCOCC1.[CH2:29]([NH2:39])[C:30]1[CH:38]=[CH:37][C:36]2[O:35][CH2:34][O:33][C:32]=2[CH:31]=1. The catalyst is C1COCC1. The product is [C:29]([NH2:39])(=[O:3])[C:30]1[CH:38]=[CH:37][C:36]2[O:35][CH2:34][O:33][C:32]=2[CH:31]=1.[C:9]([N:16]([CH2:18][C:19]([OH:21])=[O:20])[CH3:17])([O:11][C:12]([CH3:14])([CH3:15])[CH3:13])=[O:10]. The yield is 0.950. (3) The reactants are COC1C=CC(C[N:8]2[CH2:13][C@H:12]([CH3:14])[C@H:11]3[O:15][C:16](=[O:18])[NH:17][C@@H:10]3[CH2:9]2)=CC=1. The catalyst is CO.[OH-].[OH-].[Pd+2]. The product is [CH3:14][C@H:12]1[CH2:13][NH:8][CH2:9][C@H:10]2[NH:17][C:16](=[O:18])[O:15][C@H:11]12. The yield is 0.990. (4) The reactants are [N+:1]([C:4]1[CH:5]=[C:6]2[C:11](=[CH:12][CH:13]=1)[N:10]=[CH:9][N:8]=[C:7]2[NH2:14])([O-])=O. The catalyst is C(O)(=O)C.C(O)C.[Fe]. The product is [N:10]1[C:11]2[C:6](=[CH:5][C:4]([NH2:1])=[CH:13][CH:12]=2)[C:7]([NH2:14])=[N:8][CH:9]=1. The yield is 0.620. (5) The reactants are C[N:2](C)[CH:3]=[CH:4][C:5]([C:7]1[C:12](=[O:13])[CH:11]=[CH:10][N:9]([C:14]2[CH:19]=[CH:18][C:17]([CH3:20])=[CH:16][CH:15]=2)[N:8]=1)=O.[C:22]1([NH:28]N)[CH:27]=[CH:26][CH:25]=[CH:24][CH:23]=1. The catalyst is CO. The product is [CH3:20][C:17]1[CH:18]=[CH:19][C:14]([N:9]2[CH:10]=[CH:11][C:12](=[O:13])[C:7]([C:5]3[N:28]([C:22]4[CH:27]=[CH:26][CH:25]=[CH:24][CH:23]=4)[N:2]=[CH:3][CH:4]=3)=[N:8]2)=[CH:15][CH:16]=1. The yield is 0.0700. (6) The reactants are [Cl:1][C:2]1[CH:7]=[C:6](I)[C:5]([Cl:9])=[CH:4][N:3]=1.[NH2:10][C:11]1[CH:18]=[CH:17][C:16]([Cl:19])=[CH:15][C:12]=1[C:13]#[N:14].[O-]P(OP(OP([O-])([O-])=O)([O-])=O)(=O)[O-].[K+].[K+].[K+].[K+].[K+].C1C=CC(P(C2C(OC3C(P(C4C=CC=CC=4)C4C=CC=CC=4)=CC=CC=3)=CC=CC=2)C2C=CC=CC=2)=CC=1. The catalyst is O1CCOCC1.C([O-])(=O)C.[Pd+2].C([O-])(=O)C. The product is [Cl:19][C:16]1[CH:17]=[CH:18][C:11]([NH:10][C:6]2[C:5]([Cl:9])=[CH:4][N:3]=[C:2]([Cl:1])[CH:7]=2)=[C:12]([CH:15]=1)[C:13]#[N:14]. The yield is 0.330. (7) The reactants are [CH:1]1[C:2]([NH2:15])=[N+:3]([O-:14])[C:4]([NH2:13])=[N:5][C:6]=1[N:7]1[CH2:12][CH2:11][CH2:10][CH2:9][CH2:8]1.[CH3:16][C:17]([N:19]1[CH2:24][CH2:23][N:22]([C:25]2[CH:26]=[CH:27][C:28]([O:31][CH2:32][C@H:33]3[O:37][C@@:36]([C:44]4[CH:45]=[CH:46][C:47]([Cl:51])=[CH:48][C:49]=4[Cl:50])([CH2:38][N:39]4[CH:43]=[N:42][CH:41]=[CH:40]4)[O:35][CH2:34]3)=[CH:29][CH:30]=2)[CH2:21][CH2:20]1)=[O:18].C(O)C(O)C.C(O)C. The catalyst is O. The product is [CH:1]1[C:2]([NH2:15])=[N+:3]([O-:14])[C:4]([NH2:13])=[N:5][C:6]=1[N:7]1[CH2:12][CH2:11][CH2:10][CH2:9][CH2:8]1.[CH3:16][C:17]([N:19]1[CH2:24][CH2:23][N:22]([C:25]2[CH:26]=[CH:27][C:28]([O:31][CH2:32][C@H:33]3[O:37][C@@:36]([C:44]4[CH:45]=[CH:46][C:47]([Cl:51])=[CH:48][C:49]=4[Cl:50])([CH2:38][N:39]4[CH:43]=[N:42][CH:41]=[CH:40]4)[O:35][CH2:34]3)=[CH:29][CH:30]=2)[CH2:21][CH2:20]1)=[O:18]. The yield is 0.0200. (8) The reactants are C(OC([C:6]1[NH:7][C:8]([S:11]([N:14]2[CH2:19][CH2:18][CH:17]([S:20][C:21]3[CH:26]=[C:25]([C:27]([CH3:30])([CH3:29])[CH3:28])[C:24]([OH:31])=[C:23]([C:32]([CH3:35])([CH3:34])[CH3:33])[CH:22]=3)[CH2:16][CH2:15]2)(=[O:13])=[O:12])=[N:9][CH:10]=1)=O)C.C[Mg]Cl. The catalyst is C1COCC1. The product is [C:27]([C:25]1[CH:26]=[C:21]([S:20][CH:17]2[CH2:18][CH2:19][N:14]([S:11]([C:8]3[NH:7][C:6]([C:24]([OH:31])([CH3:25])[CH3:23])=[CH:10][N:9]=3)(=[O:12])=[O:13])[CH2:15][CH2:16]2)[CH:22]=[C:23]([C:32]([CH3:34])([CH3:33])[CH3:35])[C:24]=1[OH:31])([CH3:30])([CH3:29])[CH3:28]. The yield is 0.900.